This data is from Forward reaction prediction with 1.9M reactions from USPTO patents (1976-2016). The task is: Predict the product of the given reaction. Given the reactants [NH2:1][C:2]1[S:3][C:4]([C:7]([CH3:10])([CH3:9])[CH3:8])=[N:5][N:6]=1.[Cl:11][C:12]1[CH:13]=[CH:14][C:15]([O:21][CH3:22])=[C:16]([CH:20]=1)[C:17](O)=[O:18].C(N(CC)CC)C.CCCP1(OP(CCC)(=O)OP(CCC)(=O)O1)=O.C(OCC)(=O)C, predict the reaction product. The product is: [C:7]([C:4]1[S:3][C:2]([NH:1][C:17](=[O:18])[C:16]2[CH:20]=[C:12]([Cl:11])[CH:13]=[CH:14][C:15]=2[O:21][CH3:22])=[N:6][N:5]=1)([CH3:10])([CH3:9])[CH3:8].